Dataset: Catalyst prediction with 721,799 reactions and 888 catalyst types from USPTO. Task: Predict which catalyst facilitates the given reaction. (1) Reactant: [O:1]=[C:2]1[CH2:7][CH2:6][CH:5]([CH2:8][C:9]([O:11][CH2:12][CH3:13])=[O:10])[CH2:4][CH2:3]1.[Li+].C[Si]([N-][Si](C)(C)C)(C)C.C1(N([S:31]([C:34]([F:37])([F:36])[F:35])(=[O:33])=[O:32])[S:31]([C:34]([F:37])([F:36])[F:35])(=[O:33])=[O:32])C=CC=CC=1. The catalyst class is: 1. Product: [F:35][C:34]([F:37])([F:36])[S:31]([O:1][C:2]1[CH2:7][CH2:6][CH:5]([CH2:8][C:9]([O:11][CH2:12][CH3:13])=[O:10])[CH2:4][CH:3]=1)(=[O:33])=[O:32]. (2) Reactant: Cl.[NH2:2][C@H:3]([C:6]([OH:8])=[O:7])[CH2:4][SH:5].C([O-])(=O)C.[K+].CO.[F:16][C:17]1[CH:24]=[CH:23][CH:22]=[CH:21][C:18]=1[CH:19]=O. Product: [F:16][C:17]1[CH:24]=[CH:23][CH:22]=[CH:21][C:18]=1[C@@H:19]1[NH:2][CH:3]([C:6]([OH:8])=[O:7])[CH2:4][S:5]1. The catalyst class is: 6. (3) Reactant: [CH3:1][CH:2]([O:4][C:5]1[CH:6]=[C:7]([OH:11])[CH:8]=[CH:9][CH:10]=1)[CH3:3].CC([O-])(C)C.[K+].Cl[C:19]1[CH:24]=[CH:23][C:22]([N+:25]([O-:27])=[O:26])=[CH:21][N:20]=1. Product: [CH3:3][CH:2]([O:4][C:5]1[CH:6]=[C:7]([O:11][C:19]2[CH:24]=[CH:23][C:22]([N+:25]([O-:27])=[O:26])=[CH:21][N:20]=2)[CH:8]=[CH:9][CH:10]=1)[CH3:1]. The catalyst class is: 16. (4) Reactant: [Cl:1][CH2:2][C:3](=[O:14])[C@H:4]([O:6][Si:7]([C:10]([CH3:13])([CH3:12])[CH3:11])([CH3:9])[CH3:8])[CH3:5].[F:15][C:16]1[CH:21]=[C:20]([F:22])[CH:19]=[CH:18][C:17]=1[Mg]Br.[Cl-].[NH4+].O. Product: [Cl:1][CH2:2][C:3]([C:19]1[CH:18]=[CH:17][C:16]([F:15])=[CH:21][C:20]=1[F:22])([OH:14])[CH:4]([O:6][Si:7]([C:10]([CH3:13])([CH3:12])[CH3:11])([CH3:8])[CH3:9])[CH3:5]. The catalyst class is: 1. (5) Reactant: [Cl:1][C:2]1[CH:3]=[C:4]2[C:13](=[C:14]3[C:19]=1[CH:18]=[CH:17][CH:16]=[N:15]3)[NH:12][S:11](=[O:21])(=[O:20])[C:10]1[C:5]2=[CH:6][C:7]([C:22]([OH:24])=O)=[CH:8][CH:9]=1.[CH3:25][N:26]1[CH2:31][CH2:30][NH:29][CH2:28][CH2:27]1.CCN=C=NCCCN(C)C.Cl.C1C=CC2N(O)N=NC=2C=1. The catalyst class is: 3. Product: [Cl:1][C:2]1[CH:3]=[C:4]2[C:13](=[C:14]3[C:19]=1[CH:18]=[CH:17][CH:16]=[N:15]3)[NH:12][S:11](=[O:20])(=[O:21])[C:10]1[C:5]2=[CH:6][C:7]([C:22]([N:29]2[CH2:30][CH2:31][N:26]([CH3:25])[CH2:27][CH2:28]2)=[O:24])=[CH:8][CH:9]=1. (6) Reactant: C(OC(=O)[NH:7][CH:8]1[CH2:17][C:16]2[C:11](=[CH:12][CH:13]=[CH:14][C:15]=2[CH3:18])[NH:10][C:9]1=[O:19])(C)(C)C.[ClH:21]. Product: [ClH:21].[NH2:7][CH:8]1[CH2:17][C:16]2[C:11](=[CH:12][CH:13]=[CH:14][C:15]=2[CH3:18])[NH:10][C:9]1=[O:19]. The catalyst class is: 12. (7) Reactant: Cl.Cl.[NH2:3][CH2:4][C:5](=[O:11])[CH2:6][CH2:7][C:8]([OH:10])=[O:9].N.O.[C:14]1([CH3:24])[CH:19]=[CH:18][C:17]([S:20]([OH:23])(=[O:22])=[O:21])=[CH:16][CH:15]=1. Product: [C:14]1([CH3:24])[CH:15]=[CH:16][C:17]([S:20]([OH:23])(=[O:21])=[O:22])=[CH:18][CH:19]=1.[NH2:3][CH2:4][C:5](=[O:11])[CH2:6][CH2:7][C:8]([OH:10])=[O:9]. The catalyst class is: 6. (8) The catalyst class is: 23. Reactant: [F:1][C:2]1[CH:3]=[CH:4][C:5]2[N:9]=[CH:8][N:7]([CH2:10][C:11]([OH:13])=O)[C:6]=2[C:14]=1[F:15].CC[N:18]([CH2:21][CH3:22])CC.CN(C(ON1N=N[C:33]2[CH:34]=[CH:35][CH:36]=[N:37][C:32]1=2)=[N+](C)C)C.F[P-](F)(F)(F)(F)F.O. Product: [C:36]([C:35]1([C:2]2[CH:3]=[CH:4][C:5]([CH:21]([NH:18][C:11](=[O:13])[CH2:10][N:7]3[C:6]4[C:14]([F:15])=[C:2]([F:1])[CH:3]=[CH:4][C:5]=4[N:9]=[CH:8]3)[CH3:22])=[CH:6][CH:14]=2)[CH2:34][CH2:33][CH2:32]1)#[N:37]. (9) Reactant: Cl[CH2:2][CH2:3][O:4][C:5]1[CH:14]=[C:13]2[C:8]([C:9]([O:15][C:16]3[CH:21]=[CH:20][C:19]([CH3:22])=[CH:18][C:17]=3[C:23]([C:25]3[CH:30]=[CH:29][CH:28]=[CH:27][CH:26]=3)=[O:24])=[CH:10][CH:11]=[N:12]2)=[CH:7][C:6]=1[O:31][CH3:32].[CH3:33][N:34]1[CH2:39][CH2:38][NH:37][CH2:36][CH2:35]1.C(=O)([O-])[O-].[K+].[K+].O. Product: [CH3:32][O:31][C:6]1[CH:7]=[C:8]2[C:13](=[CH:14][C:5]=1[O:4][CH2:3][CH2:2][N:37]1[CH2:38][CH2:39][N:34]([CH3:33])[CH2:35][CH2:36]1)[N:12]=[CH:11][CH:10]=[C:9]2[O:15][C:16]1[CH:21]=[CH:20][C:19]([CH3:22])=[CH:18][C:17]=1[C:23]([C:25]1[CH:30]=[CH:29][CH:28]=[CH:27][CH:26]=1)=[O:24]. The catalyst class is: 9.